The task is: Predict which catalyst facilitates the given reaction.. This data is from Catalyst prediction with 721,799 reactions and 888 catalyst types from USPTO. (1) Reactant: C(=O)(O[CH:5]1[CH:9]([CH2:10][O:11][CH2:12][C:13]2[CH:18]=[CH:17][CH:16]=[CH:15][CH:14]=2)[CH:8]([O:19][CH2:20][C:21]2[CH:26]=[CH:25][CH:24]=[CH:23][CH:22]=2)[CH:7]=[CH:6]1)OC.[C:28]1([S:34]([CH2:37][N+:38]([O-:40])=[O:39])(=[O:36])=[O:35])[CH:33]=[CH:32][CH:31]=[CH:30][CH:29]=1.C(N(CC)CC)C. Product: [N+:38]([CH:37]([CH:5]1[CH:9]([CH2:10][O:11][CH2:12][C:13]2[CH:14]=[CH:15][CH:16]=[CH:17][CH:18]=2)[CH:8]([O:19][CH2:20][C:21]2[CH:22]=[CH:23][CH:24]=[CH:25][CH:26]=2)[CH:7]=[CH:6]1)[S:34]([C:28]1[CH:29]=[CH:30][CH:31]=[CH:32][CH:33]=1)(=[O:36])=[O:35])([O-:40])=[O:39]. The catalyst class is: 176. (2) Reactant: [Cl:1][C:2]1[CH:7]=[CH:6][N:5]=[C:4]2[N:8]([S:27]([C:30]3[CH:35]=[CH:34][C:33]([CH3:36])=[CH:32][CH:31]=3)(=[O:29])=[O:28])[C:9]([C:11]3[C:19]4[C:14](=[CH:15][C:16]([O:22][CH3:23])=[C:17]([O:20][CH3:21])[CH:18]=4)[N:13]([CH2:24][CH2:25]I)[CH:12]=3)=[CH:10][C:3]=12.C(=O)([O-])[O-].[K+].[K+].[CH3:43][N:44]1[CH2:49][CH2:48][NH:47][CH2:46][CH2:45]1.ClCCl.CO. Product: [Cl:1][C:2]1[CH:7]=[CH:6][N:5]=[C:4]2[N:8]([S:27]([C:30]3[CH:35]=[CH:34][C:33]([CH3:36])=[CH:32][CH:31]=3)(=[O:29])=[O:28])[C:9]([C:11]3[C:19]4[C:14](=[CH:15][C:16]([O:22][CH3:23])=[C:17]([O:20][CH3:21])[CH:18]=4)[N:13]([CH2:24][CH2:25][N:47]4[CH2:48][CH2:49][N:44]([CH3:43])[CH2:45][CH2:46]4)[CH:12]=3)=[CH:10][C:3]=12. The catalyst class is: 10. (3) The catalyst class is: 2. Reactant: [NH2:1][C:2]1[CH:3]=[C:4]([CH2:8][CH2:9][CH2:10][CH2:11][O:12][CH2:13][CH2:14][CH2:15][CH2:16][CH2:17][CH2:18][N:19]2[CH2:23][C@@H:22]([C:24]3[CH:35]=[CH:34][C:27]4[O:28][C:29]([CH3:33])([CH3:32])[O:30][CH2:31][C:26]=4[CH:25]=3)[O:21][C:20]2=[O:36])[CH:5]=[CH:6][CH:7]=1.[F:37][C:38]1[CH:43]=[CH:42][C:41]([N:44]=[C:45]=[O:46])=[CH:40][CH:39]=1.CO. Product: [CH3:33][C:29]1([CH3:32])[O:28][C:27]2[CH:34]=[CH:35][C:24]([C@H:22]3[O:21][C:20](=[O:36])[N:19]([CH2:18][CH2:17][CH2:16][CH2:15][CH2:14][CH2:13][O:12][CH2:11][CH2:10][CH2:9][CH2:8][C:4]4[CH:3]=[C:2]([NH:1][C:45]([NH:44][C:41]5[CH:42]=[CH:43][C:38]([F:37])=[CH:39][CH:40]=5)=[O:46])[CH:7]=[CH:6][CH:5]=4)[CH2:23]3)=[CH:25][C:26]=2[CH2:31][O:30]1. (4) Reactant: [CH3:1][O:2][C:3](=[O:17])[C:4]1[CH:9]=[CH:8][C:7]([CH2:10][OH:11])=[CH:6][C:5]=1[O:12][CH2:13][CH2:14][CH2:15][CH3:16].C(=O)(O)[O-].[Na+].CC(OI1(OC(C)=O)(OC(C)=O)OC(=O)C2C=CC=CC1=2)=O. Product: [CH3:1][O:2][C:3](=[O:17])[C:4]1[CH:9]=[CH:8][C:7]([CH:10]=[O:11])=[CH:6][C:5]=1[O:12][CH2:13][CH2:14][CH2:15][CH3:16]. The catalyst class is: 2. (5) Reactant: [CH3:1][C:2]1[CH:6]=[CH:5][S:4][C:3]=1[C:7]([OH:9])=O.S(Cl)([Cl:12])=O.[NH:14]1[C:22]2[C:17](=[CH:18][CH:19]=[CH:20][CH:21]=2)[C:16](/[CH:23]=[CH:24]/[C:25]2[CH:30]=[CH:29][C:28]([N:31]3[CH2:36][CH2:35][O:34][CH2:33][CH2:32]3)=[CH:27][C:26]=2[NH2:37])=[N:15]1.C(N(CC)CC)C.Cl.C(O)C. Product: [ClH:12].[NH:14]1[C:22]2[C:17](=[CH:18][CH:19]=[CH:20][CH:21]=2)[C:16](/[CH:23]=[CH:24]/[C:25]2[CH:30]=[CH:29][C:28]([N:31]3[CH2:32][CH2:33][O:34][CH2:35][CH2:36]3)=[CH:27][C:26]=2[NH:37][C:7]([C:3]2[S:4][CH:5]=[CH:6][C:2]=2[CH3:1])=[O:9])=[N:15]1. The catalyst class is: 3.